From a dataset of Reaction yield outcomes from USPTO patents with 853,638 reactions. Predict the reaction yield, written as a fraction of the theoretical maximum amount of product (1.0 means a 100% yield; for example, 0.34 means a 34% yield). (1) The reactants are [Br:1][C:2]1[C:15]([F:16])=[CH:14][C:5](/[CH:6]=[N:7]/[S@@:8]([C:10]([CH3:13])([CH3:12])[CH3:11])=[O:9])=[C:4]([F:17])[CH:3]=1.[CH3:18][Mg]Br.CCOC(C)=O.CCCCCCC. The catalyst is C(Cl)Cl.CCOCC. The product is [Br:1][C:2]1[C:15]([F:16])=[CH:14][C:5]([C@@H:6]([NH:7][S@@:8]([C:10]([CH3:13])([CH3:12])[CH3:11])=[O:9])[CH3:18])=[C:4]([F:17])[CH:3]=1. The yield is 0.910. (2) The reactants are [CH3:1][O:2][C:3]([C:5]1[C:13]2[N:12]=[C:11]([NH2:14])[NH:10][C:9]=2[CH:8]=[CH:7][CH:6]=1)=[O:4].COC(=O)C1C=C([C:24]2[CH:29]=[CH:28][N:27]=[CH:26][CH:25]=2)C=C([N+]([O-])=O)C=1N. No catalyst specified. The product is [CH3:1][O:2][C:3]([C:5]1[C:13]2[N:12]=[C:11]([NH2:14])[NH:10][C:9]=2[CH:8]=[C:7]([C:24]2[CH:29]=[CH:28][N:27]=[CH:26][CH:25]=2)[CH:6]=1)=[O:4]. The yield is 0.500. (3) The reactants are [Cl:1][C:2]1[C:3]([O:12][C:13]2[CH:18]=[C:17]([O:19][CH2:20][CH2:21][O:22][CH3:23])[CH:16]=[CH:15][C:14]=2[CH2:24][OH:25])=[N:4][CH:5]=[C:6]([C:8]([F:11])([F:10])[F:9])[CH:7]=1.[CH2:26]([N:32]([CH3:37])[S:33]([NH2:36])(=[O:35])=[O:34])[CH2:27][CH2:28][CH2:29][CH2:30][CH3:31].N12CCCN=C1CCCCC2.Cl.CN(C)[CH:52]=[O:53]. The catalyst is C(OCC)(=O)C. The product is [CH2:26]([N:32]([CH3:37])[S:33]([NH:36][C:52](=[O:53])[O:25][CH2:24][C:14]1[CH:15]=[CH:16][C:17]([O:19][CH2:20][CH2:21][O:22][CH3:23])=[CH:18][C:13]=1[O:12][C:3]1[C:2]([Cl:1])=[CH:7][C:6]([C:8]([F:9])([F:11])[F:10])=[CH:5][N:4]=1)(=[O:35])=[O:34])[CH2:27][CH2:28][CH2:29][CH2:30][CH3:31]. The yield is 0.110. (4) The reactants are C[O:2][C:3](=[O:37])[CH2:4][C:5]1[CH:10]=[CH:9][CH:8]=[C:7]([O:11][CH2:12][CH2:13][CH2:14][N:15]([CH2:25][C:26]2[CH:31]=[CH:30][CH:29]=[C:28]([C:32]([F:35])([F:34])[F:33])[C:27]=2[Cl:36])[CH2:16][C@H:17]([C:19]2[CH:24]=[CH:23][CH:22]=[CH:21][CH:20]=2)[CH3:18])[CH:6]=1.[Li+].[OH-].C(O)(=O)C.C(OCC)(=O)C. The catalyst is C1COCC1.O. The product is [Cl:36][C:27]1[C:28]([C:32]([F:33])([F:34])[F:35])=[CH:29][CH:30]=[CH:31][C:26]=1[CH2:25][N:15]([CH2:16][C@H:17]([C:19]1[CH:20]=[CH:21][CH:22]=[CH:23][CH:24]=1)[CH3:18])[CH2:14][CH2:13][CH2:12][O:11][C:7]1[CH:6]=[C:5]([CH2:4][C:3]([OH:37])=[O:2])[CH:10]=[CH:9][CH:8]=1. The yield is 0.750. (5) The reactants are [H-].[Na+].[CH3:3][C:4]([CH3:18])([CH2:9][O:10][C:11]1[C:12]([NH2:17])=[N:13][CH:14]=[CH:15][CH:16]=1)[C:5](OC)=[O:6]. The catalyst is CS(C)=O.O. The product is [CH3:3][C:4]1([CH3:18])[CH2:9][O:10][C:11]2[CH:16]=[CH:15][CH:14]=[N:13][C:12]=2[NH:17][C:5]1=[O:6]. The yield is 0.940. (6) The reactants are [CH3:1][O:2][C:3]1[CH:4]=[CH:5][C:6]([N+:12]([O-:14])=[O:13])=[C:7]([CH:11]=1)[C:8]([OH:10])=O.[NH2:15][C:16]1[CH:21]=[CH:20][C:19]([Cl:22])=[CH:18][N:17]=1.N1C=CC=CC=1.P(Cl)(Cl)(Cl)=O. The yield is 0.882. The product is [N+:12]([C:6]1[CH:5]=[CH:4][C:3]([O:2][CH3:1])=[CH:11][C:7]=1[C:8]([NH:15][C:16]1[CH:21]=[CH:20][C:19]([Cl:22])=[CH:18][N:17]=1)=[O:10])([O-:14])=[O:13]. The catalyst is O.C(#N)C. (7) The reactants are [CH3:1][S:2]([C:4]1[CH:5]=[C:6]([CH:11]=[CH:12][CH:13]=1)[C:7]([O:9][CH3:10])=[O:8])=[O:3].FC(F)(F)C([NH2:18])=O.[O-2].[Mg+2].C(O)(=O)C.C(O)(=O)C.IC1C=CC=CC=1.C([O-])([O-])=O.[K+].[K+]. The yield is 0.740. The product is [CH3:1][S:2]([C:4]1[CH:5]=[C:6]([CH:11]=[CH:12][CH:13]=1)[C:7]([O:9][CH3:10])=[O:8])(=[NH:18])=[O:3]. The catalyst is ClCCl. (8) The product is [Cl:24][C:3]1[C:2]([CH3:1])=[C:7]([C:8]2[O:9][C:10](=[O:14])[N:11]([CH3:13])[N:12]=2)[CH:6]=[CH:5][N:4]=1. The yield is 0.880. The catalyst is C(O)(=O)C. The reactants are [CH3:1][C:2]1[CH:3]=[N+:4]([O-])[CH:5]=[CH:6][C:7]=1[C:8]1[O:9][C:10](=[O:14])[N:11]([CH3:13])[N:12]=1.OO.C(=O)([O-])[O-].[K+].[K+].[Cl:24]CCl. (9) The yield is 0.160. The catalyst is [Ni].CCO. The product is [NH2:16][C:13]1[C:7]([C:8]([O:10][CH2:11][CH3:12])=[O:9])=[C:6]2[C:5]([CH:4]=[CH:3][NH:19]2)=[CH:15][CH:14]=1. The reactants are CN(C)/[CH:3]=[CH:4]/[C:5]1[C:6]([N+:19]([O-])=O)=[C:7]([C:13]([N+:16]([O-])=O)=[CH:14][CH:15]=1)[C:8]([O:10][CH2:11][CH3:12])=[O:9]. (10) The reactants are [NH2:1][CH:2]([CH3:30])[C:3]([N:5]1[N:9]=[C:8]([C:10]2[CH:15]=[C:14]([F:16])[CH:13]=[CH:12][C:11]=2[F:17])[S:7][C:6]1([CH2:24][CH2:25][CH2:26][N:27]=[N+]=[N-])[C:18]1[CH:23]=[CH:22][CH:21]=[CH:20][CH:19]=1)=[O:4].Cl.N#N. The catalyst is CO.[Pd]. The product is [NH2:1][CH:2]([CH3:30])[C:3]([N:5]1[N:9]=[C:8]([C:10]2[CH:15]=[C:14]([F:16])[CH:13]=[CH:12][C:11]=2[F:17])[S:7][C:6]1([CH2:24][CH2:25][CH2:26][NH2:27])[C:18]1[CH:19]=[CH:20][CH:21]=[CH:22][CH:23]=1)=[O:4]. The yield is 0.870.